From a dataset of Forward reaction prediction with 1.9M reactions from USPTO patents (1976-2016). Predict the product of the given reaction. (1) The product is: [CH3:14][O:13][C:6]1[C:7]2[O:11][CH2:10][CH:9]([CH3:12])[C:8]=2[C:3]([CH2:2][NH:15][C:16]2[CH:21]=[CH:20][N:19]=[CH:18][CH:17]=2)=[CH:4][CH:5]=1. Given the reactants O[CH2:2][C:3]1[C:8]2[CH:9]([CH3:12])[CH2:10][O:11][C:7]=2[C:6]([O:13][CH3:14])=[CH:5][CH:4]=1.[NH2:15][C:16]1[CH:21]=[CH:20][N:19]=[CH:18][CH:17]=1, predict the reaction product. (2) Given the reactants C[O:2][C:3](=[O:32])[C:4]1[CH:9]=[CH:8][C:7]([NH:10][C:11]2[C:20]3[C:15](=[CH:16][CH:17]=[CH:18][CH:19]=3)[C:14]3=[N:21][N:22]=[C:23]([C:24]4[CH:29]=[CH:28][C:27]([O:30][CH3:31])=[CH:26][CH:25]=4)[N:13]3[N:12]=2)=[CH:6][CH:5]=1.[OH-].[K+].O, predict the reaction product. The product is: [CH3:31][O:30][C:27]1[CH:26]=[CH:25][C:24]([C:23]2[N:13]3[N:12]=[C:11]([NH:10][C:7]4[CH:6]=[CH:5][C:4]([C:3]([OH:32])=[O:2])=[CH:9][CH:8]=4)[C:20]4[C:15]([C:14]3=[N:21][N:22]=2)=[CH:16][CH:17]=[CH:18][CH:19]=4)=[CH:29][CH:28]=1. (3) The product is: [Br:11][CH2:10][C:3]1[C:4]([O:8][CH3:9])=[CH:5][CH:6]=[CH:7][C:2]=1[Cl:1]. Given the reactants [Cl:1][C:2]1[CH:7]=[CH:6][CH:5]=[C:4]([O:8][CH3:9])[C:3]=1[CH3:10].[Br:11]N1C(=O)CCC1=O.C1(C(OOC(=O)C2C=CC=CC=2)=O)C=CC=CC=1, predict the reaction product.